Task: Predict which catalyst facilitates the given reaction.. Dataset: Catalyst prediction with 721,799 reactions and 888 catalyst types from USPTO Reactant: [NH2:1][C:2]1[N:7]=[CH:6][C:5]([C:8]2[CH:9]=[CH:10][C:11]3[O:17][CH2:16][CH2:15][N:14]([C:18]([O:20][C:21]([CH3:24])([CH3:23])[CH3:22])=[O:19])[CH2:13][C:12]=3[CH:25]=2)=[CH:4][C:3]=1[N+:26]([O-])=O. Product: [NH2:26][C:3]1[CH:4]=[C:5]([C:8]2[CH:9]=[CH:10][C:11]3[O:17][CH2:16][CH2:15][N:14]([C:18]([O:20][C:21]([CH3:23])([CH3:22])[CH3:24])=[O:19])[CH2:13][C:12]=3[CH:25]=2)[CH:6]=[N:7][C:2]=1[NH2:1]. The catalyst class is: 43.